This data is from Full USPTO retrosynthesis dataset with 1.9M reactions from patents (1976-2016). The task is: Predict the reactants needed to synthesize the given product. (1) Given the product [C:1]([O:5][C:6]([N:8]1[CH2:11][CH:10]([NH:14][C:15]2[CH:16]=[C:17]3[C:26](=[CH:27][CH:28]=2)[O:25][CH2:24][C:23]2[N:18]3[CH:19]([CH3:30])[C:20](=[O:29])[NH:21][N:22]=2)[CH:9]1[CH3:13])=[O:7])([CH3:4])([CH3:3])[CH3:2], predict the reactants needed to synthesize it. The reactants are: [C:1]([O:5][C:6]([N:8]1[CH2:11][C:10](=O)[CH:9]1[CH3:13])=[O:7])([CH3:4])([CH3:3])[CH3:2].[NH2:14][C:15]1[CH:16]=[C:17]2[C:26](=[CH:27][CH:28]=1)[O:25][CH2:24][C:23]1[N:18]2[CH:19]([CH3:30])[C:20](=[O:29])[NH:21][N:22]=1.[BH3-]C#N.[Na+]. (2) Given the product [Cl:59][C:54]1[CH:55]=[CH:56][CH:57]=[CH:58][C:53]=1[CH2:52][CH2:51][CH2:50][N:37]1[C:36](=[O:60])[C:35]([CH2:32][OH:33])=[CH:40][C:39]([C:41]2[CH:46]=[CH:45][C:44]([O:19][CH3:12])=[C:43]([F:49])[CH:42]=2)=[N:38]1, predict the reactants needed to synthesize it. The reactants are: FC1C=C(F)C=CC=1C1C=C(CN2C(=O)C3=CC=CC=C3C2=O)[C:12](=[O:19])N(CC(C)C)N=1.[C:32]([C:35]1[C:36](=[O:60])[N:37]([CH2:50][CH2:51][CH2:52][C:53]2[CH:58]=[CH:57][CH:56]=[CH:55][C:54]=2[Cl:59])[N:38]=[C:39]([C:41]2[CH2:42][C:43]([F:49])(OC)[CH:44]=[CH:45][CH:46]=2)[CH:40]=1)(O)=[O:33]. (3) Given the product [CH2:1]([O:8][C:9](=[O:35])[NH:10][C@H:11]([C:15]1[CH:20]=[C:19]([C:21]2[N:25]([CH2:26][O:27][CH2:28][CH2:29][Si:30]([CH3:32])([CH3:31])[CH3:33])[N:24]=[CH:23][C:22]=2[NH:34][C:38](=[O:39])[C@H:37]([CH3:36])[CH:41]=[CH2:42])[CH:18]=[CH:17][N:16]=1)[CH2:12][CH:13]=[CH2:14])[C:2]1[CH:7]=[CH:6][CH:5]=[CH:4][CH:3]=1, predict the reactants needed to synthesize it. The reactants are: [CH2:1]([O:8][C:9](=[O:35])[NH:10][C@H:11]([C:15]1[CH:20]=[C:19]([C:21]2[N:25]([CH2:26][O:27][CH2:28][CH2:29][Si:30]([CH3:33])([CH3:32])[CH3:31])[N:24]=[CH:23][C:22]=2[NH2:34])[CH:18]=[CH:17][N:16]=1)[CH2:12][CH:13]=[CH2:14])[C:2]1[CH:7]=[CH:6][CH:5]=[CH:4][CH:3]=1.[CH3:36][C@H:37]([CH:41]=[CH2:42])[C:38](O)=[O:39].N1C=CC=CC=1.C(P1(=O)OP(CCC)(=O)OP(CCC)(=O)O1)CC. (4) Given the product [CH2:29]([O:1][C:2]1[CH:3]=[C:4]([CH2:8][NH:9][C:10]([C:12]2[CH:13]=[C:14]3[C:19](=[CH:20][CH:21]=2)[N:18]=[CH:17][CH:16]=[CH:15]3)=[O:11])[CH:5]=[CH:6][CH:7]=1)[CH2:28][CH2:27][CH2:26][CH2:25][CH:24]=[CH2:23], predict the reactants needed to synthesize it. The reactants are: [OH:1][C:2]1[CH:3]=[C:4]([CH2:8][NH:9][C:10]([C:12]2[CH:13]=[C:14]3[C:19](=[CH:20][CH:21]=2)[N:18]=[CH:17][CH:16]=[CH:15]3)=[O:11])[CH:5]=[CH:6][CH:7]=1.Br[CH2:23][CH2:24][CH2:25][CH2:26][CH2:27][CH:28]=[CH2:29].CN(C=O)C.C(=O)([O-])[O-].[Cs+].[Cs+]. (5) Given the product [CH2:16]([C:8]1[CH:7]=[N:6][CH:5]=[C:4]([CH:1]=[O:3])[CH:9]=1)[CH3:17], predict the reactants needed to synthesize it. The reactants are: [C:1]([C:4]1[CH:5]=[N:6][CH:7]=[C:8](Br)[CH:9]=1)(=[O:3])C.[OH-].[Na+].O.NN.[CH:16]([Mg]Cl)(C)[CH3:17]. (6) Given the product [F:14][C:15]1[CH:34]=[CH:33][CH:32]=[CH:31][C:16]=1[CH2:17][N:18]1[C:22]2=[N:23][CH:24]=[N:25][CH:26]=[C:21]2[C:20]([C:27]2[N:28]=[N:29][C:7]([C:2]([CH3:13])([CH3:1])[C:3]([O:5][CH3:6])=[O:4])=[C:8]([OH:9])[N:30]=2)=[N:19]1, predict the reactants needed to synthesize it. The reactants are: [CH3:1][C:2]([CH3:13])([C:7](=O)[C:8](OC)=[O:9])[C:3]([O:5][CH3:6])=[O:4].[F:14][C:15]1[CH:34]=[CH:33][CH:32]=[CH:31][C:16]=1[CH2:17][N:18]1[C:22]2=[N:23][CH:24]=[N:25][CH:26]=[C:21]2[C:20]([C:27](=[NH:30])[NH:28][NH2:29])=[N:19]1. (7) Given the product [CH3:1][C:2]1([CH3:37])[O:7][C:6]2[CH:8]=[CH:9][C:10]([C@H:12]([OH:36])[CH2:13][NH:14][CH2:15][CH2:16][CH2:17][CH2:18][CH2:19][CH2:20][O:21][CH2:22][CH2:23][CH2:24][CH2:25][C:26]3[CH:27]=[C:28]([S:32]([NH2:35])(=[O:34])=[O:33])[CH:29]=[CH:30][CH:31]=3)=[CH:11][C:5]=2[CH2:4][O:3]1, predict the reactants needed to synthesize it. The reactants are: [CH3:1][C:2]1([CH3:37])[O:7][C:6]2[CH:8]=[CH:9][C:10]([CH:12]([OH:36])[CH2:13][NH:14][CH2:15][CH2:16][CH2:17][CH2:18][CH2:19][CH2:20][O:21][CH2:22][CH2:23][CH2:24][CH2:25][C:26]3[CH:27]=[C:28]([S:32]([NH2:35])(=[O:34])=[O:33])[CH:29]=[CH:30][CH:31]=3)=[CH:11][C:5]=2[CH2:4][O:3]1.